This data is from Forward reaction prediction with 1.9M reactions from USPTO patents (1976-2016). The task is: Predict the product of the given reaction. (1) Given the reactants C[O:2][C:3]([C:5]1[CH:13]=[C:12]2[C:8]([CH:9]=[CH:10][N:11]2[CH2:14][CH2:15][CH2:16][O:17][CH3:18])=[CH:7][CH:6]=1)=[O:4].[OH-].[Na+], predict the reaction product. The product is: [CH3:18][O:17][CH2:16][CH2:15][CH2:14][N:11]1[C:12]2[C:8](=[CH:7][CH:6]=[C:5]([C:3]([OH:4])=[O:2])[CH:13]=2)[CH:9]=[CH:10]1. (2) Given the reactants [NH2:1][C:2]1[CH:3]=[CH:4][C:5]2[NH:6][C:7]3[C:12]([C:13]=2[CH:14]=1)=[CH:11][C:10]([O:15][CH2:16][C:17]1[CH:22]=[CH:21][CH:20]=[CH:19][CH:18]=1)=[CH:9][CH:8]=3.[CH2:23]=O.C[O-].[Na+].[BH4-].[Na+].[OH-].[Na+], predict the reaction product. The product is: [CH2:16]([O:15][C:10]1[CH:11]=[C:12]2[C:7](=[CH:8][CH:9]=1)[NH:6][C:5]1[CH:4]=[CH:3][C:2]([NH:1][CH3:23])=[CH:14][C:13]2=1)[C:17]1[CH:18]=[CH:19][CH:20]=[CH:21][CH:22]=1. (3) Given the reactants CN(C)C=O.[Cl:6]N1C(=O)CCC1=O.[Br:14][C:15]1[CH:16]=[C:17]2[C:21](=[C:22]([N+:24]([O-:26])=[O:25])[CH:23]=1)[NH:20][CH:19]=[CH:18]2.S([O-])([O-])(=O)=S.[Na+].[Na+], predict the reaction product. The product is: [Br:14][C:15]1[CH:16]=[C:17]2[C:21](=[C:22]([N+:24]([O-:26])=[O:25])[CH:23]=1)[NH:20][CH:19]=[C:18]2[Cl:6].